This data is from Forward reaction prediction with 1.9M reactions from USPTO patents (1976-2016). The task is: Predict the product of the given reaction. Given the reactants [Cl:1][C:2]1[C:3]([C:28]2[C:36]3[C:31](=[CH:32][CH:33]=[CH:34][CH:35]=3)[N:30]([S:37]([C:40]3[CH:45]=[CH:44][CH:43]=[CH:42][CH:41]=3)(=[O:39])=[O:38])[CH:29]=2)=[N:4][C:5]([NH:8][C:9]2[CH:14]=[CH:13][C:12]([NH:15][CH2:16][C:17]3[CH:22]=[CH:21][C:20]([O:23][CH3:24])=[CH:19][CH:18]=3)=[C:11]([N+:25]([O-])=O)[CH:10]=2)=[N:6][CH:7]=1, predict the reaction product. The product is: [Cl:1][C:2]1[C:3]([C:28]2[C:36]3[C:31](=[CH:32][CH:33]=[CH:34][CH:35]=3)[N:30]([S:37]([C:40]3[CH:41]=[CH:42][CH:43]=[CH:44][CH:45]=3)(=[O:39])=[O:38])[CH:29]=2)=[N:4][C:5]([NH:8][C:9]2[CH:10]=[C:11]([NH2:25])[C:12]([NH:15][CH2:16][C:17]3[CH:18]=[CH:19][C:20]([O:23][CH3:24])=[CH:21][CH:22]=3)=[CH:13][CH:14]=2)=[N:6][CH:7]=1.